From a dataset of Full USPTO retrosynthesis dataset with 1.9M reactions from patents (1976-2016). Predict the reactants needed to synthesize the given product. (1) Given the product [F:8][C:6]1[CH:5]=[C:4]([CH2:9][C:10]([NH:12][C@H:13]([C:15]([NH:18][CH:19]2[C:28]3[C:23](=[CH:24][CH:25]=[CH:26][CH:27]=3)[CH:22]([CH3:29])[NH:21][C:20]2=[O:35])=[O:17])[CH3:14])=[O:11])[CH:3]=[C:2]([F:1])[CH:7]=1, predict the reactants needed to synthesize it. The reactants are: [F:1][C:2]1[CH:3]=[C:4]([CH2:9][C:10]([NH:12][C@H:13]([C:15]([OH:17])=O)[CH3:14])=[O:11])[CH:5]=[C:6]([F:8])[CH:7]=1.[NH2:18][CH:19]1[C:28]2[C:23](=[CH:24][CH:25]=[CH:26][CH:27]=2)[CH:22]([C:29]2C=NC=CC=2)[NH:21][C:20]1=[O:35]. (2) Given the product [Cl:50][C:32]1[CH:31]=[C:30]([CH:35]=[CH:34][C:33]=1[NH:36][C:37]([NH:39][C:40]1[CH:45]=[CH:44][CH:43]=[C:42]([C:46]([F:47])([F:49])[F:48])[CH:41]=1)=[O:38])[O:29][C:27]1[C:28]2[N:20]([CH2:19][CH2:18][NH:17][C:3](=[O:4])[C:2]([CH3:6])([S:7]([CH3:10])(=[O:9])=[O:8])[CH3:1])[CH:21]=[CH:22][C:23]=2[N:24]=[CH:25][N:26]=1, predict the reactants needed to synthesize it. The reactants are: [CH3:1][C:2]([S:7]([CH3:10])(=[O:9])=[O:8])([CH3:6])[C:3](O)=[O:4].S(Cl)(Cl)=O.Cl.Cl.[NH2:17][CH2:18][CH2:19][N:20]1[C:28]2[C:27]([O:29][C:30]3[CH:35]=[CH:34][C:33]([NH:36][C:37]([NH:39][C:40]4[CH:45]=[CH:44][CH:43]=[C:42]([C:46]([F:49])([F:48])[F:47])[CH:41]=4)=[O:38])=[C:32]([Cl:50])[CH:31]=3)=[N:26][CH:25]=[N:24][C:23]=2[CH:22]=[CH:21]1.C(N(CC)CC)C. (3) Given the product [C:61]1([NH:60][C:21]([C:12]2[S:11][C:10]([N:7]3[C:6]4[CH:24]=[C:25]([O:26][CH3:27])[C:3]([O:2][CH3:1])=[CH:4][C:5]=4[N:9]=[CH:8]3)=[N:14][C:13]=2[C:15]2[CH:16]=[CH:17][CH:18]=[CH:19][CH:20]=2)=[O:23])[CH:66]=[CH:65][CH:64]=[CH:63][CH:62]=1, predict the reactants needed to synthesize it. The reactants are: [CH3:1][O:2][C:3]1[C:25]([O:26][CH3:27])=[CH:24][C:6]2[N:7]([C:10]3[S:11][C:12]([C:21]([OH:23])=O)=[C:13]([C:15]4[CH:20]=[CH:19][CH:18]=[CH:17][CH:16]=4)[N:14]=3)[CH:8]=[N:9][C:5]=2[CH:4]=1.C(N(CC)C(C)C)C.CN(C(ON1N=NC2C=CC=NC1=2)=[N+](C)C)C.F[P-](F)(F)(F)(F)F.[NH2:60][C:61]1[CH:66]=[CH:65][CH:64]=[CH:63][CH:62]=1. (4) Given the product [F:10][C:11]([F:17])([F:16])[S:12]([O-:15])(=[O:14])=[O:13].[CH3:18][NH+:19]1[CH2:23][CH2:22][N:21]([CH3:24])[CH:20]1[N:3]([CH2:4][CH3:5])[CH2:1][CH3:2], predict the reactants needed to synthesize it. The reactants are: [CH2:1]([N:3]([Si](C)(C)C)[CH2:4][CH3:5])[CH3:2].[F:10][C:11]([F:17])([F:16])[S:12]([O-:15])(=[O:14])=[O:13].[CH3:18][NH+:19]1[CH2:23][CH2:22][N:21]([CH3:24])[CH:20]1Cl. (5) Given the product [OH:22][CH2:21][C:20]1[C:15]([N:8]2[CH2:7][CH2:6][N:5]3[C:4]4[CH2:3][C:2]([CH3:1])([CH3:42])[CH2:13][C:12]=4[CH:11]=[C:10]3[C:9]2=[O:14])=[CH:16][N:17]=[CH:18][C:19]=1[C:23]1[CH:28]=[C:27]([NH:29][C:30]2[CH:39]=[C:33]3[CH2:34][N:35]([CH3:38])[CH2:36][CH2:37][N:32]3[N:31]=2)[C:26](=[O:40])[N:25]([CH3:41])[CH:24]=1, predict the reactants needed to synthesize it. The reactants are: [CH3:1][C:2]1([CH3:42])[CH2:13][C:12]2[CH:11]=[C:10]3[N:5]([CH2:6][CH2:7][N:8]([C:15]4[CH:16]=[N:17][CH:18]=[C:19]([C:23]5[CH:28]=[C:27]([NH:29][C:30]6[CH:39]=[C:33]7[CH2:34][N:35]([CH3:38])[CH2:36][CH2:37][N:32]7[N:31]=6)[C:26](=[O:40])[N:25]([CH3:41])[CH:24]=5)[C:20]=4[CH:21]=[O:22])[C:9]3=[O:14])[C:4]=2[CH2:3]1.[BH4-].[Na+]. (6) Given the product [F:1][CH:2]1[CH2:8][CH2:7][N:6]([C:9]2[N:13]([CH3:14])[N:12]=[CH:11][C:10]=2[N+:15]([O-:17])=[O:16])[CH2:5][CH2:4][CH:3]1[NH2:18], predict the reactants needed to synthesize it. The reactants are: [F:1][CH:2]1[CH2:8][CH2:7][N:6]([C:9]2[N:13]([CH3:14])[N:12]=[CH:11][C:10]=2[N+:15]([O-:17])=[O:16])[CH2:5][CH2:4][CH:3]1[NH:18]C(=O)OC(C)(C)C. (7) Given the product [Br:1][C:2]1[C:3]2[CH:15]=[CH:14][CH:13]=[CH:12][C:4]=2[S:5][C:6]=1[CH:7]([OH:11])[C:8]([O:10][CH3:21])=[O:9], predict the reactants needed to synthesize it. The reactants are: [Br:1][C:2]1[C:3]2[CH:15]=[CH:14][CH:13]=[CH:12][C:4]=2[S:5][C:6]=1[CH:7]([OH:11])[C:8]([OH:10])=[O:9].S(=O)(=O)(O)O.[CH3:21]O. (8) Given the product [CH3:1][N:2]1[C@@H:3]2[CH2:9][CH:8]([S:19][C:18]([SH:20])=[O:17])[CH2:7][C@H:6]1[CH2:5][CH2:4]2, predict the reactants needed to synthesize it. The reactants are: [CH3:1][N:2]1[CH:6]2[CH2:7][CH:8](OS(C)(=O)=O)[CH2:9][CH:3]1[CH2:4][CH2:5]2.C([O:17][C:18]([S-:20])=[S:19])C.[Na+]. (9) Given the product [NH2:43][C@@H:44]1[CH2:48][CH2:47][N:46]([C:49]2[CH:68]=[C:67]([Cl:69])[CH:66]=[CH:65][C:50]=2[CH2:51][N:52]2[CH2:57][CH2:56][N:55]([C:58]([O:20][CH:15]([C:16]([F:19])([F:18])[F:17])[C:14]([F:22])([F:21])[F:13])=[O:59])[CH2:54][CH2:53]2)[CH2:45]1, predict the reactants needed to synthesize it. The reactants are: ClC(Cl)(OC(=O)OC(Cl)(Cl)Cl)Cl.[F:13][C:14]([F:22])([F:21])[CH:15]([OH:20])[C:16]([F:19])([F:18])[F:17].CCN(C(C)C)C(C)C.ClC([O-])=O.C(OC([NH:43][C@@H:44]1[CH2:48][CH2:47][N:46]([C:49]2[CH:68]=[C:67]([Cl:69])[CH:66]=[CH:65][C:50]=2[CH2:51][N:52]2[CH2:57][CH2:56][N:55]([C:58](OC(C)(C)C)=[O:59])[CH2:54][CH2:53]2)[CH2:45]1)=O)(C)(C)C.FC(F)(F)C(O)=O. (10) Given the product [C:20]1([N:19]2[CH2:28][C:11]3[CH:12]=[C:13]4[C:8](=[CH:9][C:10]=3[O:27][CH2:26]2)[O:7][CH2:6][C:5]([C:4]2[CH:3]=[C:2]([OH:1])[CH:18]=[CH:17][CH:16]=2)=[CH:14]4)[CH:25]=[CH:24][CH:23]=[CH:22][CH:21]=1, predict the reactants needed to synthesize it. The reactants are: [OH:1][C:2]1[CH:3]=[C:4]([CH:16]=[CH:17][CH:18]=1)[C:5]1[CH2:6][O:7][C:8]2[C:13]([CH:14]=1)=[CH:12][CH:11]=[C:10](O)[CH:9]=2.[NH2:19][C:20]1[CH:25]=[CH:24][CH:23]=[CH:22][CH:21]=1.[CH2:26]=[O:27].[CH2:28](O)C.